This data is from Catalyst prediction with 721,799 reactions and 888 catalyst types from USPTO. The task is: Predict which catalyst facilitates the given reaction. (1) Product: [C:32]1([C:38](=[N:39][C:2]2[C:3](=[O:31])[N:4]([CH2:23][CH2:24][C:25]3[CH:30]=[CH:29][CH:28]=[CH:27][CH:26]=3)[C:5]([C:9]3[CH:14]=[CH:13][CH:12]=[CH:11][C:10]=3[O:15][CH2:16][C:17]3[CH:22]=[CH:21][CH:20]=[CH:19][CH:18]=3)=[N:6][C:7]=2[CH3:8])[C:40]2[CH:41]=[CH:42][CH:43]=[CH:44][CH:45]=2)[CH:37]=[CH:36][CH:35]=[CH:34][CH:33]=1. The catalyst class is: 101. Reactant: Br[C:2]1[C:3](=[O:31])[N:4]([CH2:23][CH2:24][C:25]2[CH:30]=[CH:29][CH:28]=[CH:27][CH:26]=2)[C:5]([C:9]2[CH:14]=[CH:13][CH:12]=[CH:11][C:10]=2[O:15][CH2:16][C:17]2[CH:22]=[CH:21][CH:20]=[CH:19][CH:18]=2)=[N:6][C:7]=1[CH3:8].[C:32]1([C:38]([C:40]2[CH:45]=[CH:44][CH:43]=[CH:42][CH:41]=2)=[NH:39])[CH:37]=[CH:36][CH:35]=[CH:34][CH:33]=1.C1C=CC(P(C2C(C3C(P(C4C=CC=CC=4)C4C=CC=CC=4)=CC=C4C=3C=CC=C4)=C3C(C=CC=C3)=CC=2)C2C=CC=CC=2)=CC=1.CC([O-])(C)C.[Na+]. (2) Reactant: [C:1]([NH:8][CH2:9][CH:10]1[CH2:13][CH2:12][NH:11]1)([O:3][C:4]([CH3:7])([CH3:6])[CH3:5])=[O:2].CCN(C(C)C)C(C)C.[C:23]1([C:33]2[CH:38]=[CH:37][CH:36]=[CH:35][CH:34]=2)[C:24]([S:29](Cl)(=[O:31])=[O:30])=[CH:25][CH:26]=[CH:27][CH:28]=1. Product: [C:4]([O:3][C:1](=[O:2])[NH:8][CH2:9][CH:10]1[CH2:13][CH2:12][N:11]1[S:29]([C:24]1[C:23]([C:33]2[CH:34]=[CH:35][CH:36]=[CH:37][CH:38]=2)=[CH:28][CH:27]=[CH:26][CH:25]=1)(=[O:31])=[O:30])([CH3:7])([CH3:6])[CH3:5]. The catalyst class is: 499. (3) Reactant: [OH-].[Na+].[CH:3]1([C:6]2[C:32]([CH:33]3[CH2:35][CH2:34]3)=[CH:31][C:9]([CH2:10][N:11]3[CH2:14][C:13]4([CH2:18][C:17]([N:19]5[CH2:24][CH2:23][C:22]([CH3:30])([C:25]([O:27]CC)=[O:26])[CH2:21][CH2:20]5)=[N:16][O:15]4)[CH2:12]3)=[C:8]([O:36][CH:37]([CH3:39])[CH3:38])[CH:7]=2)[CH2:5][CH2:4]1. Product: [CH:3]1([C:6]2[C:32]([CH:33]3[CH2:35][CH2:34]3)=[CH:31][C:9]([CH2:10][N:11]3[CH2:14][C:13]4([CH2:18][C:17]([N:19]5[CH2:24][CH2:23][C:22]([CH3:30])([C:25]([OH:27])=[O:26])[CH2:21][CH2:20]5)=[N:16][O:15]4)[CH2:12]3)=[C:8]([O:36][CH:37]([CH3:39])[CH3:38])[CH:7]=2)[CH2:4][CH2:5]1. The catalyst class is: 8. (4) The catalyst class is: 32. Product: [C:1]([O:5][C:6]([N:8]1[CH2:13][CH2:12][C:11]2[N:16]=[C:17]([NH2:19])[S:18][C:10]=2[CH2:9]1)=[O:7])([CH3:4])([CH3:3])[CH3:2]. Reactant: [C:1]([O:5][C:6]([N:8]1[CH2:13][CH2:12][C:11](=O)[CH:10](Br)[CH2:9]1)=[O:7])([CH3:4])([CH3:3])[CH3:2].[NH2:16][C:17]([NH2:19])=[S:18].